Dataset: Catalyst prediction with 721,799 reactions and 888 catalyst types from USPTO. Task: Predict which catalyst facilitates the given reaction. Product: [CH:23]1([N:22]2[C:21]3[CH:29]=[CH:30][C:31]([C:33]([OH:35])=[O:34])=[CH:32][C:20]=3[N:19]=[C:18]2[C:13]2[CH:14]=[C:15]3[C:10](=[CH:11][CH:12]=2)[N:9]=[C:53]([C:41]2[C:42]([C:45]4[CH:50]=[CH:49][CH:48]=[CH:47][C:46]=4[O:51][CH3:52])=[CH:43][CH:44]=[C:39]([O:38][CH3:37])[CH:40]=2)[CH:54]=[CH:16]3)[CH2:24][CH2:25][CH2:26][CH2:27][CH2:28]1. The catalyst class is: 8. Reactant: BrC1C=CC(O)=C(C2C=[CH:16][C:15]3[C:10](=[CH:11][CH:12]=[C:13]([C:18]4[N:22]([CH:23]5[CH2:28][CH2:27][CH2:26][CH2:25][CH2:24]5)[C:21]5[CH:29]=[CH:30][C:31]([C:33]([OH:35])=[O:34])=[CH:32][C:20]=5[N:19]=4)[CH:14]=3)[N:9]=2)C=1.[CH3:37][O:38][C:39]1[CH:40]=[C:41]([C:53](=O)[CH3:54])[C:42]([C:45]2[CH:50]=[CH:49][CH:48]=[CH:47][C:46]=2[O:51][CH3:52])=[CH:43][CH:44]=1.[OH-].[K+].